From a dataset of Forward reaction prediction with 1.9M reactions from USPTO patents (1976-2016). Predict the product of the given reaction. (1) Given the reactants [CH3:1][O:2][C:3](=[O:28])[CH2:4][C@H:5]1[CH2:10][CH2:9][CH2:8][N:7](C(OC(C)(C)C)=O)[C@@H:6]1[C:18]1[CH:23]=[CH:22][C:21]([C:24]([F:27])([F:26])[F:25])=[CH:20][CH:19]=1.C(O)(C(F)(F)F)=O, predict the reaction product. The product is: [F:26][C:24]([F:25])([F:27])[C:21]1[CH:20]=[CH:19][C:18]([C@@H:6]2[C@@H:5]([CH2:4][C:3]([O:2][CH3:1])=[O:28])[CH2:10][CH2:9][CH2:8][NH:7]2)=[CH:23][CH:22]=1. (2) Given the reactants C(=O)([O-])[O-].[Na+:5].[Na+].Br.Br[C:9]1[NH:10][CH:11]([OH:17])[C:12](=[O:16])[N:13]([CH3:15])[CH:14]=1.[CH3:18][C:19]1[C:24](B2OC(C)(C)C(C)(C)O2)=[CH:23][CH:22]=[CH:21][C:20]=1[NH:34][C:35]([C:37]1[S:41][C:40]2[CH2:42][CH2:43][CH2:44][CH2:45][C:39]=2[CH:38]=1)=[O:36], predict the reaction product. The product is: [CH3:15][N:13]1[CH:14]=[C:9]([C:24]2[CH:23]=[CH:22][CH:21]=[C:20]([NH:34][C:35]([C:37]3[S:41][C:40]4[CH2:42][CH2:43][CH2:44][CH2:45][C:39]=4[CH:38]=3)=[O:36])[C:19]=2[CH3:18])[N:10]=[C:11]([O-:17])[C:12]1=[O:16].[Na+:5]. (3) Given the reactants [Br:1][C:2]1[CH:7]=[CH:6][C:5]([C:8]2[O:9][C:10]([CH3:17])=[C:11]([CH2:13][C:14](O)=[O:15])[N:12]=2)=[CH:4][CH:3]=1, predict the reaction product. The product is: [Br:1][C:2]1[CH:3]=[CH:4][C:5]([C:8]2[O:9][C:10]([CH3:17])=[C:11]([CH2:13][CH2:14][OH:15])[N:12]=2)=[CH:6][CH:7]=1. (4) Given the reactants S(=O)(=O)(O)O.[N+:6]([O-:9])(O)=[O:7].O.[NH:11]1[C:15](=[O:16])[CH2:14][CH:13]2[CH2:17][C:18]3[C:23]([CH:12]12)=[CH:22][CH:21]=[CH:20][CH:19]=3, predict the reaction product. The product is: [N+:6]([C:21]1[CH:22]=[C:23]2[C:18]([CH2:17][CH:13]3[CH2:14][C:15](=[O:16])[NH:11][CH:12]32)=[CH:19][CH:20]=1)([O-:9])=[O:7]. (5) Given the reactants Br[CH2:2][C:3]1[CH:4]=[C:5]([C@H:10]2[C@@H:15]([O:16]COC)[C@H:14]([O:20]COC)[C@H:13]([O:24]COC)[CH:12]([CH2:28][O:29]COC)[O:11]2)[CH:6]=[CH:7][C:8]=1[Cl:9].[CH2:33]([N:35]1[C:39](=[O:40])[CH2:38][N:37]([C:41]2[CH:46]=[CH:45][C:44](B3OC(C)(C)C(C)(C)O3)=[CH:43][CH:42]=2)[C:36]1=[O:56])[CH3:34].C(=O)([O-])[O-].[Na+].[Na+].Cl.CO, predict the reaction product. The product is: [Cl:9][C:8]1[CH:7]=[CH:6][C:5]([C@H:10]2[C@H:15]([OH:16])[C@@H:14]([OH:20])[C@H:13]([OH:24])[C@@H:12]([CH2:28][OH:29])[O:11]2)=[CH:4][C:3]=1[CH2:2][C:44]1[CH:43]=[CH:42][C:41]([N:37]2[CH2:38][C:39](=[O:40])[N:35]([CH2:33][CH3:34])[C:36]2=[O:56])=[CH:46][CH:45]=1. (6) Given the reactants [Cl:1][C:2]1[CH:3]=[C:4]([C:8]2[N:9]=[C:10]([N:16]3[C:20]4[CH:21]=[C:22]([O:27][CH3:28])[C:23]([O:25][CH3:26])=[CH:24][C:19]=4[N:18]=[CH:17]3)[S:11][C:12]=2[C:13](O)=[O:14])[CH:5]=[CH:6][CH:7]=1.[NH2:29][N:30]1[CH:34]=[N:33][N:32]=[CH:31]1, predict the reaction product. The product is: [N:33]1[N:32]=[CH:31][N:30]([NH:29][C:13]([C:12]2[S:11][C:10]([N:16]3[C:20]4[CH:21]=[C:22]([O:27][CH3:28])[C:23]([O:25][CH3:26])=[CH:24][C:19]=4[N:18]=[CH:17]3)=[N:9][C:8]=2[C:4]2[CH:5]=[CH:6][CH:7]=[C:2]([Cl:1])[CH:3]=2)=[O:14])[CH:34]=1. (7) Given the reactants [CH3:1][N+:2]1[CH:3]=[C:4]2[C:9]([O:10][CH3:11])=[C:8]([O:12][CH3:13])[CH:7]=[CH:6][C:5]2=[C:14]2[CH:23]=[CH:22][C:21]3[CH:20]=[C:19]4[O:24][CH2:25][O:26][C:18]4=[CH:17][C:16]=3[C:15]=12.C([O-])(=O)C.[Na+].[I:32]I, predict the reaction product. The product is: [CH3:1][N+:2]1[CH:3]=[C:4]2[C:9]([O:10][CH3:11])=[C:8]([O:12][CH3:13])[CH:7]=[CH:6][C:5]2=[C:14]2[CH:23]=[CH:22][C:21]3[CH:20]=[C:19]4[O:24][CH2:25][O:26][C:18]4=[CH:17][C:16]=3[C:15]=12.[I-:32]. (8) Given the reactants [CH:1]1([C:4]2[N:5]=[CH:6][C:7]([C:15]([OH:17])=O)=[N:8][C:9]=2[O:10][CH2:11][CH:12]2[CH2:14][CH2:13]2)[CH2:3][CH2:2]1.Cl.[CH3:19][O:20][C:21](=[O:28])[C:22]([NH2:27])([CH2:25][CH3:26])[CH2:23][CH3:24], predict the reaction product. The product is: [CH3:19][O:20][C:21](=[O:28])[C:22]([NH:27][C:15]([C:7]1[CH:6]=[N:5][C:4]([CH:1]2[CH2:2][CH2:3]2)=[C:9]([O:10][CH2:11][CH:12]2[CH2:13][CH2:14]2)[N:8]=1)=[O:17])([CH2:25][CH3:26])[CH2:23][CH3:24]. (9) Given the reactants [CH2:1]1[CH2:11][CH2:10]N2C(=NCCC2)[CH2:3][CH2:2]1.BrCCCCCBr.[NH2:19][C:20]1[CH:21]=[C:22]([C:26]2[C:27]([C:44]([O:46][CH2:47][CH3:48])=[O:45])=[C:28]3[C:37]4[C:32](=[CH:33][C:34]([O:40][CH3:41])=[C:35]([O:38][CH3:39])[CH:36]=4)[CH2:31][CH2:30][N:29]3[C:42]=2[CH3:43])[CH:23]=[CH:24][CH:25]=1, predict the reaction product. The product is: [CH3:41][O:40][C:34]1[CH:33]=[C:32]2[C:37](=[CH:36][C:35]=1[O:38][CH3:39])[C:28]1=[C:27]([C:44]([O:46][CH2:47][CH3:48])=[O:45])[C:26]([C:22]3[CH:23]=[CH:24][CH:25]=[C:20]([N:19]4[CH2:10][CH2:11][CH2:1][CH2:2][CH2:3]4)[CH:21]=3)=[C:42]([CH3:43])[N:29]1[CH2:30][CH2:31]2.